From a dataset of Forward reaction prediction with 1.9M reactions from USPTO patents (1976-2016). Predict the product of the given reaction. The product is: [OH:6][C:7]1[C:15]([CH3:16])=[CH:14][C:10]([C:11]([OH:13])=[O:12])=[C:9]([CH3:17])[CH:8]=1. Given the reactants B(Br)(Br)Br.C[O:6][C:7]1[C:15]([CH3:16])=[CH:14][C:10]([C:11]([OH:13])=[O:12])=[C:9]([CH3:17])[CH:8]=1, predict the reaction product.